From a dataset of Catalyst prediction with 721,799 reactions and 888 catalyst types from USPTO. Predict which catalyst facilitates the given reaction. (1) Reactant: [C:1]([OH:4])(=[O:3])[CH3:2].[C:5]([OH:8])(=[O:7])[CH3:6].[C:9]([C:11]1[CH:12]=[C:13]([C:21]([N:23]([CH2:25][C@H:26]([C:43]2[CH:48]=[CH:47][C:46]([Cl:49])=[C:45]([Cl:50])[CH:44]=2)[CH2:27][CH2:28][N:29]2[CH2:32][CH:31]([N:33]3[CH2:42][CH2:41][C:36]4([O:40]CC[O:37]4)[CH2:35][CH2:34]3)[CH2:30]2)[CH3:24])=[O:22])[C:14]2[C:19]([CH:20]=1)=[CH:18][CH:17]=[CH:16][CH:15]=2)#[N:10].C1(C)C=CC(S([O-])(=O)=O)=CC=1.[NH+]1C=CC=CC=1. Product: [C:1]([O-:4])(=[O:3])[CH3:2].[NH4+:10].[C:5]([OH:8])(=[O:7])[CH3:6].[C:36]([OH:40])(=[O:37])[CH3:35].[C:9]([C:11]1[CH:12]=[C:13]([C:21]([N:23]([CH2:25][C@H:26]([C:43]2[CH:48]=[CH:47][C:46]([Cl:49])=[C:45]([Cl:50])[CH:44]=2)[CH2:27][CH2:28][N:29]2[CH2:32][CH:31]([N:33]3[CH2:34][CH2:35][C:36](=[O:37])[CH2:41][CH2:42]3)[CH2:30]2)[CH3:24])=[O:22])[C:14]2[C:19]([CH:20]=1)=[CH:18][CH:17]=[CH:16][CH:15]=2)#[N:10]. The catalyst class is: 95. (2) Reactant: [Cl:1][C:2]1[CH:11]=[C:10]([Cl:12])[C:9]([C:13]2[CH:18]=[CH:17][C:16]([F:19])=[CH:15][N:14]=2)=[CH:8][C:3]=1[C:4]([O:6]C)=[O:5].[OH-].[Na+]. Product: [ClH:1].[Cl:1][C:2]1[CH:11]=[C:10]([Cl:12])[C:9]([C:13]2[CH:18]=[CH:17][C:16]([F:19])=[CH:15][N:14]=2)=[CH:8][C:3]=1[C:4]([OH:6])=[O:5]. The catalyst class is: 5.